This data is from Cav3 T-type calcium channel HTS with 100,875 compounds. The task is: Binary Classification. Given a drug SMILES string, predict its activity (active/inactive) in a high-throughput screening assay against a specified biological target. (1) The molecule is O=c1n(c2c(c(=O)n1CCC(=O)NCc1cc3OCOc3cc1)cccc2)Cc1cccnc1. The result is 0 (inactive). (2) The molecule is O1C23C(C(C1C=C3)C(O)=O)C(=O)N(C2)C\C=C\c1ccccc1. The result is 0 (inactive).